The task is: Predict which catalyst facilitates the given reaction.. This data is from Catalyst prediction with 721,799 reactions and 888 catalyst types from USPTO. (1) Reactant: [F:1][C:2]1[CH:7]=[CH:6][CH:5]=[CH:4][C:3]=1[N:8]1[C:12]([C:13]2[CH:18]=[CH:17][N:16]=[CH:15][CH:14]=2)=[C:11]([C:19]2[O:23][N:22]=[C:21]([CH:24]3[CH2:29][CH2:28][N:27](C(OC(C)(C)C)=O)[CH2:26][CH2:25]3)[N:20]=2)[N:10]=[N:9]1.[ClH:37]. Product: [ClH:37].[F:1][C:2]1[CH:7]=[CH:6][CH:5]=[CH:4][C:3]=1[N:8]1[C:12]([C:13]2[CH:14]=[CH:15][N:16]=[CH:17][CH:18]=2)=[C:11]([C:19]2[O:23][N:22]=[C:21]([CH:24]3[CH2:29][CH2:28][NH:27][CH2:26][CH2:25]3)[N:20]=2)[N:10]=[N:9]1. The catalyst class is: 5. (2) Reactant: [CH2:1]([CH:8]1[CH2:12][O:11][C:10]([C@@H:13]2[CH2:17][C@H:16]([C:18]3[CH:23]=[CH:22][CH:21]=[CH:20][CH:19]=3)[CH2:15][N:14]2[C:24]([O:26][C:27]([CH3:30])([CH3:29])[CH3:28])=[O:25])=[N:9]1)[C:2]1[CH:7]=[CH:6][CH:5]=[CH:4][CH:3]=1.C1CCN2C(=NCCC2)CC1.BrC(Cl)(Cl)Cl. Product: [CH2:1]([C:8]1[N:9]=[C:10]([C@@H:13]2[CH2:17][C@H:16]([C:18]3[CH:23]=[CH:22][CH:21]=[CH:20][CH:19]=3)[CH2:15][N:14]2[C:24]([O:26][C:27]([CH3:30])([CH3:29])[CH3:28])=[O:25])[O:11][CH:12]=1)[C:2]1[CH:7]=[CH:6][CH:5]=[CH:4][CH:3]=1. The catalyst class is: 2. (3) Reactant: [C:1]([OH:6])(=[O:5])[C:2]([CH3:4])=[CH2:3].Cl[CH2:8][O:9][CH:10]1[CH2:18][C:17]2[C:12](=[CH:13][CH:14]=[CH:15][CH:16]=2)[CH2:11]1.C1(C)C=CC=CC=1. Product: [C:1]([O:6][CH2:8][O:9][CH:10]1[CH2:18][C:17]2[C:12](=[CH:13][CH:14]=[CH:15][CH:16]=2)[CH2:11]1)(=[O:5])[C:2]([CH3:4])=[CH2:3]. The catalyst class is: 66.